The task is: Predict the reactants needed to synthesize the given product.. This data is from Full USPTO retrosynthesis dataset with 1.9M reactions from patents (1976-2016). (1) Given the product [CH:7]12[CH2:8][CH2:9][CH:10]1[C:11](=[O:12])[CH2:5][C:6]2=[O:13], predict the reactants needed to synthesize it. The reactants are: [Na].C([CH:5]1[C:11](=[O:12])[CH:10]2[CH:7]([CH2:8][CH2:9]2)[C:6]1=[O:13])(=O)C. (2) Given the product [C:39]1([NH:38][C:2]2[C:3]3[NH:7][C:6]([C:8]([C:32]4[CH:37]=[CH:36][CH:35]=[CH:34][CH:33]=4)=[C:9]4[N:31]=[C:12]([CH:13]=[C:14]5[NH:30][C:17](=[C:18]([C:24]6[CH:29]=[CH:28][CH:27]=[CH:26][CH:25]=6)[C:19]6[CH:20]=[CH:21][C:22]=2[N:23]=6)[CH:16]=[CH:15]5)[CH:11]=[CH:10]4)=[CH:5][CH:4]=3)[CH:44]=[CH:43][CH:42]=[CH:41][CH:40]=1, predict the reactants needed to synthesize it. The reactants are: Br[C:2]1[C:3]2[NH:7][C:6]([C:8]([C:32]3[CH:37]=[CH:36][CH:35]=[CH:34][CH:33]=3)=[C:9]3[N:31]=[C:12]([CH:13]=[C:14]4[NH:30][C:17](=[C:18]([C:24]5[CH:29]=[CH:28][CH:27]=[CH:26][CH:25]=5)[C:19]5[CH:20]=[CH:21][C:22]=1[N:23]=5)[CH:16]=[CH:15]4)[CH:11]=[CH:10]3)=[CH:5][CH:4]=2.[NH2:38][C:39]1[CH:44]=[CH:43][CH:42]=[CH:41][CH:40]=1.C1C=CC(P(C2C(OC3C(P(C4C=CC=CC=4)C4C=CC=CC=4)=CC=CC=3)=CC=CC=2)C2C=CC=CC=2)=CC=1.P.C(=O)([O-])[O-].[Cs+].[Cs+]. (3) Given the product [NH3:4].[NH2:25][CH2:24][CH2:23][N:5]1[C:6]([CH2:19][CH3:20])=[C:7]([CH2:8][C:9]2[CH:16]=[C:13]([C:14]#[N:15])[CH:12]=[C:11]([CH:10]=2)[C:17]#[N:18])[C:3]([CH2:1][CH3:2])=[N:4]1, predict the reactants needed to synthesize it. The reactants are: [CH2:1]([C:3]1[C:7]([CH2:8][C:9]2[CH:10]=[C:11]([C:17]#[N:18])[CH:12]=[C:13]([CH:16]=2)[C:14]#[N:15])=[C:6]([CH2:19][CH3:20])[NH:5][N:4]=1)[CH3:2].Cl.Cl[CH2:23][CH2:24][NH2:25]. (4) Given the product [CH2:1]([O:3][C:4]([C:6]1[C:7]([CH3:31])=[C:8]2[C:13](=[CH:14][C:15]=1[CH3:16])[N:12]=[C:11]([CH2:17][O:18][C:40](=[O:68])[NH:41][CH2:42][CH3:48])[N:10]([C:19]1[CH:24]=[CH:23][CH:22]=[CH:21][C:20]=1[S:25](=[O:29])(=[O:28])[NH:26][CH3:27])[C:9]2=[O:30])=[O:5])[CH3:2], predict the reactants needed to synthesize it. The reactants are: [CH2:1]([O:3][C:4]([C:6]1[C:7]([CH3:31])=[C:8]2[C:13](=[CH:14][C:15]=1[CH3:16])[N:12]=[C:11]([CH2:17][OH:18])[N:10]([C:19]1[CH:24]=[CH:23][CH:22]=[CH:21][C:20]=1[S:25](=[O:29])(=[O:28])[NH:26][CH3:27])[C:9]2=[O:30])=[O:5])[CH3:2].C(OC(C1C(C)=C2C(=CC=1C)N=[C:42]([CH2:48]OCC1C=CC=CC=1)[N:41](C1C=CC=CC=1S(=O)(=O)NC)[C:40]2=[O:68])=O)C.C(OCC)C. (5) Given the product [CH2:15]([N:22]1[C:26]2=[N:27][CH:28]=[C:29]([NH:1][C:2]3[CH:11]=[CH:10][C:9]([CH:12]4[CH2:14][CH2:13]4)=[CH:8][C:3]=3[C:4]([O:6][CH3:7])=[O:5])[CH:30]=[C:25]2[CH:24]=[CH:23]1)[C:16]1[CH:17]=[CH:18][CH:19]=[CH:20][CH:21]=1, predict the reactants needed to synthesize it. The reactants are: [NH2:1][C:2]1[CH:11]=[CH:10][C:9]([CH:12]2[CH2:14][CH2:13]2)=[CH:8][C:3]=1[C:4]([O:6][CH3:7])=[O:5].[CH2:15]([N:22]1[C:26]2=[N:27][CH:28]=[C:29](Br)[CH:30]=[C:25]2[CH:24]=[CH:23]1)[C:16]1[CH:21]=[CH:20][CH:19]=[CH:18][CH:17]=1.C(=O)([O-])[O-].[Cs+].[Cs+].C1(C)C=CC=CC=1. (6) Given the product [C:2]([C:4]1[N:13]=[C:12]2[C:7]([CH:8]=[C:9]([C:18]([O:20][CH2:43][CH3:38])=[O:19])[C:10]([C:14]([F:17])([F:16])[F:15])=[N:11]2)=[CH:6][CH:5]=1)(=[O:27])[CH3:3], predict the reactants needed to synthesize it. The reactants are: F[CH:2]([C:4]1[N:13]=[C:12]2[C:7]([CH:8]=[C:9]([C:18]([OH:20])=[O:19])[C:10]([C:14]([F:17])([F:16])[F:15])=[N:11]2)=[CH:6][CH:5]=1)[CH3:3].C1(=O)CCCC(=[O:27])C1.C1(N=C=N[CH:38]2[CH2:43]CCCC2)CCCCC1.